From a dataset of Forward reaction prediction with 1.9M reactions from USPTO patents (1976-2016). Predict the product of the given reaction. (1) Given the reactants [CH3:1][C:2]1[O:6][N:5]=[C:4]([CH:7]2[CH2:10][N:9](C(OC(C)(C)C)=O)[CH2:8]2)[N:3]=1.[ClH:18], predict the reaction product. The product is: [ClH:18].[NH:9]1[CH2:10][CH:7]([C:4]2[N:3]=[C:2]([CH3:1])[O:6][N:5]=2)[CH2:8]1. (2) Given the reactants [Cl:1][C:2]1[CH:7]=[C:6]([Cl:8])[CH:5]=[CH:4][C:3]=1[N:9]1[C:13]([C:14]2[CH:19]=[CH:18][C:17]([C:20]([F:23])([F:22])[F:21])=[CH:16][CH:15]=2)=[C:12]([CH3:24])[C:11]([C:25](O)=O)=[N:10]1.[CH3:28][C:29]([NH:34][CH3:35])([CH3:33])[C:30]([NH2:32])=[O:31], predict the reaction product. The product is: [Cl:1][C:2]1[CH:7]=[C:6]([Cl:8])[CH:5]=[CH:4][C:3]=1[N:9]1[C:13]([C:14]2[CH:15]=[CH:16][C:17]([C:20]([F:22])([F:21])[F:23])=[CH:18][CH:19]=2)=[C:12]([CH3:24])[C:11]([C:25]2[N:34]([CH3:35])[C:29]([CH3:33])([CH3:28])[C:30](=[O:31])[N:32]=2)=[N:10]1. (3) Given the reactants [CH:1]1[C:11]2[CH2:10][CH2:9][C:8]3[CH:12]=[CH:13][CH:14]=[CH:15][C:7]=3[S:6][C:5]=2[C:4](OS(C(F)(F)F)(=O)=O)=[CH:3][CH:2]=1.[B:24]1([B:24]2[O:28][C:27]([CH3:30])([CH3:29])[C:26]([CH3:32])([CH3:31])[O:25]2)[O:28][C:27]([CH3:30])([CH3:29])[C:26]([CH3:32])([CH3:31])[O:25]1.C([O-])(=O)C.[K+], predict the reaction product. The product is: [CH:1]1[C:11]2[CH2:10][CH2:9][C:8]3[CH:12]=[CH:13][CH:14]=[CH:15][C:7]=3[S:6][C:5]=2[C:4]([B:24]2[O:28][C:27]([CH3:30])([CH3:29])[C:26]([CH3:32])([CH3:31])[O:25]2)=[CH:3][CH:2]=1. (4) Given the reactants C(OC(=O)[NH:7][C:8]1([CH2:23][C:24](=[O:30])[C:25]2[S:26][CH:27]=[CH:28][CH:29]=2)[C:16]2[C:11](=[CH:12][CH:13]=[CH:14][CH:15]=2)[N:10]([CH2:17][CH2:18][CH2:19][CH2:20][CH3:21])[C:9]1=[O:22])(C)(C)C.FC(F)(F)C(O)=O.C([O-])(O)=O.[Na+], predict the reaction product. The product is: [NH2:7][C:8]1([CH2:23][C:24](=[O:30])[C:25]2[S:26][CH:27]=[CH:28][CH:29]=2)[C:16]2[C:11](=[CH:12][CH:13]=[CH:14][CH:15]=2)[N:10]([CH2:17][CH2:18][CH2:19][CH2:20][CH3:21])[C:9]1=[O:22]. (5) Given the reactants C(=O)([O-])[O-].[K+].[K+].[C:7]1([S:13]([N:16]2[C:20]3=[N:21][CH:22]=[C:23]([OH:25])[CH:24]=[C:19]3[CH:18]=[C:17]2[C:26]([C:33]2[CH:38]=[CH:37][C:36]([S:39]([CH3:42])(=[O:41])=[O:40])=[CH:35][CH:34]=2)=[CH:27][CH:28]2[CH2:32][CH2:31][CH2:30][CH2:29]2)(=[O:15])=[O:14])[CH:12]=[CH:11][CH:10]=[CH:9][CH:8]=1.[CH3:43][O:44][CH2:45][CH2:46]Br, predict the reaction product. The product is: [C:7]1([S:13]([N:16]2[C:20]3=[N:21][CH:22]=[C:23]([O:25][CH2:46][CH2:45][O:44][CH3:43])[CH:24]=[C:19]3[CH:18]=[C:17]2[C:26]([C:33]2[CH:34]=[CH:35][C:36]([S:39]([CH3:42])(=[O:40])=[O:41])=[CH:37][CH:38]=2)=[CH:27][CH:28]2[CH2:32][CH2:31][CH2:30][CH2:29]2)(=[O:14])=[O:15])[CH:12]=[CH:11][CH:10]=[CH:9][CH:8]=1.